Predict the reaction yield, written as a fraction of the theoretical maximum amount of product (1.0 means a 100% yield; for example, 0.34 means a 34% yield). From a dataset of Reaction yield outcomes from USPTO patents with 853,638 reactions. (1) The reactants are [CH2:1]([C@H:8]1[CH2:12][O:11][C:10](=[O:13])[NH:9]1)[C:2]1[CH:7]=[CH:6][CH:5]=[CH:4][CH:3]=1.C([Li])CCC.[C:19]1([CH2:25][CH2:26][CH2:27][CH2:28][C:29](Cl)=[O:30])[CH:24]=[CH:23][CH:22]=[CH:21][CH:20]=1.OS([O-])(=O)=O.[K+]. The catalyst is C1COCC1. The product is [CH2:1]([C@H:8]1[CH2:12][O:11][C:10](=[O:13])[N:9]1[C:29](=[O:30])[CH2:28][CH2:27][CH2:26][CH2:25][C:19]1[CH:24]=[CH:23][CH:22]=[CH:21][CH:20]=1)[C:2]1[CH:3]=[CH:4][CH:5]=[CH:6][CH:7]=1. The yield is 0.820. (2) The reactants are [N+:1]([C:4]1[CH:10]=[CH:9][C:7]([NH2:8])=[CH:6][CH:5]=1)([O-:3])=[O:2].[CH:11](=O)[CH2:12][CH2:13][CH3:14].C(O[BH-](O[C:26](=O)[CH3:27])OC(=O)C)(=O)C.[Na+].[C:30](O)(=O)[CH3:31]. The catalyst is ClCCCl. The product is [N+:1]([C:4]1[CH:10]=[CH:9][C:7]([N:8]([CH2:30][CH2:31][CH2:26][CH3:27])[CH2:11][CH2:12][CH2:13][CH3:14])=[CH:6][CH:5]=1)([O-:3])=[O:2]. The yield is 0.440. (3) The reactants are [CH3:1][C:2]1[O:6][N:5]=[C:4]([C:7]2[CH:12]=[CH:11][CH:10]=[CH:9][CH:8]=2)[C:3]=1[CH2:13][O:14][C:15]1[CH:23]=[CH:22][C:18]([C:19]([OH:21])=O)=[CH:17][N:16]=1.[NH2:24][CH2:25][C:26]([CH3:29])([OH:28])[CH3:27]. No catalyst specified. The product is [OH:28][C:26]([CH3:29])([CH3:27])[CH2:25][NH:24][C:19](=[O:21])[C:18]1[CH:22]=[CH:23][C:15]([O:14][CH2:13][C:3]2[C:4]([C:7]3[CH:8]=[CH:9][CH:10]=[CH:11][CH:12]=3)=[N:5][O:6][C:2]=2[CH3:1])=[N:16][CH:17]=1. The yield is 0.490. (4) The reactants are C(O[C:6]([N:8]1[CH2:13][CH2:12][CH2:11][C:10]([C:15]2[CH:20]=[CH:19][C:18]([Br:21])=[CH:17][CH:16]=2)([OH:14])[CH2:9]1)=O)(C)(C)C.C=O. The catalyst is C(O)=O. The product is [Br:21][C:18]1[CH:17]=[CH:16][C:15]([C:10]2([OH:14])[CH2:11][CH2:12][CH2:13][N:8]([CH3:6])[CH2:9]2)=[CH:20][CH:19]=1. The yield is 0.930. (5) The reactants are [NH2:1][C:2]1[CH:7]=[CH:6][CH:5]=[CH:4][C:3]=1[NH:8][C:9](=[O:28])[C:10]1[CH:15]=[CH:14][C:13]([CH2:16][N:17]2[CH2:25][C:24]3[C:19](=[CH:20][CH:21]=[C:22](Br)[CH:23]=3)[C:18]2=[O:27])=[CH:12][CH:11]=1.[F:29][C:30]1[CH:31]=[C:32](B(O)O)[CH:33]=[C:34]([F:36])[CH:35]=1. No catalyst specified. The product is [NH2:1][C:2]1[CH:7]=[CH:6][CH:5]=[CH:4][C:3]=1[NH:8][C:9](=[O:28])[C:10]1[CH:15]=[CH:14][C:13]([CH2:16][N:17]2[CH2:25][C:24]3[C:19](=[CH:20][CH:21]=[C:22]([C:32]4[CH:31]=[C:30]([F:29])[CH:35]=[C:34]([F:36])[CH:33]=4)[CH:23]=3)[C:18]2=[O:27])=[CH:12][CH:11]=1. The yield is 0.640. (6) The reactants are [C:1](Cl)(Cl)=[O:2].[NH2:5][C:6]1[CH:14]=[CH:13][CH:12]=[C:11]([O:15][CH3:16])[C:7]=1[C:8]([OH:10])=[O:9].[OH-].[Na+]. The catalyst is O. The product is [CH3:16][O:15][C:11]1[C:7]2[C:8](=[O:10])[O:9][C:1](=[O:2])[NH:5][C:6]=2[CH:14]=[CH:13][CH:12]=1. The yield is 0.658.